From a dataset of Reaction yield outcomes from USPTO patents with 853,638 reactions. Predict the reaction yield, written as a fraction of the theoretical maximum amount of product (1.0 means a 100% yield; for example, 0.34 means a 34% yield). (1) The reactants are [Cl:1][C:2]1[C:9]([OH:10])=[CH:8][CH:7]=[C:6]([OH:11])[C:3]=1[CH:4]=O.Cl.[NH2:13][OH:14].[OH-].[Na+]. The catalyst is CCO.O. The product is [Cl:1][C:2]1[C:9]([OH:10])=[CH:8][CH:7]=[C:6]([OH:11])[C:3]=1/[CH:4]=[N:13]/[OH:14]. The yield is 1.00. (2) The reactants are [Br:1][C:2]1[CH:7]=[CH:6][C:5]([NH:8][C:9]2[C:10]([C:20]([OH:22])=O)=[CH:11][C:12]3[N:16]([CH3:17])[CH:15]=[N:14][C:13]=3[C:18]=2[Cl:19])=[C:4]([Cl:23])[CH:3]=1.[CH:24]([O:26][CH2:27][CH2:28][O:29][NH2:30])=[CH2:25].C1C=CC2N(O)N=NC=2C=1.C(N(CC)CC)C.CCN=C=NCCCN(C)C. The catalyst is CCOC(C)=O.CN(C)C=O. The product is [CH:24]([O:26][CH2:27][CH2:28][O:29][NH:30][C:20]([C:10]1[C:9]([NH:8][C:5]2[CH:6]=[CH:7][C:2]([Br:1])=[CH:3][C:4]=2[Cl:23])=[C:18]([Cl:19])[C:13]2[N:14]=[CH:15][N:16]([CH3:17])[C:12]=2[CH:11]=1)=[O:22])=[CH2:25]. The yield is 0.850. (3) The reactants are Br[C:2]1[CH:7]=[CH:6][C:5](Br)=[CH:4][C:3]=1[F:9].C([Sn](CCCC)(CCCC)C([O:17][CH2:18][CH3:19])=C)CCC.Cl.C1C[O:32][CH2:31][CH2:30]1. No catalyst specified. The product is [C:31]([C:5]1[CH:6]=[CH:7][C:2]([C:18](=[O:17])[CH3:19])=[C:3]([F:9])[CH:4]=1)(=[O:32])[CH3:30]. The yield is 1.00. (4) The yield is 0.547. The catalyst is O1CCCC1. The reactants are [NH2:1][C:2]1[S:3][C:4]2[CH:10]=[CH:9][CH:8]=[CH:7][C:5]=2[N:6]=1.N1C=CC=CC=1.Cl[C:18]([O:20][CH2:21][C:22]([Cl:25])([Cl:24])[Cl:23])=[O:19].O. The product is [S:3]1[C:4]2[CH:10]=[CH:9][CH:8]=[CH:7][C:5]=2[N:6]=[C:2]1[NH:1][C:18](=[O:19])[O:20][CH2:21][C:22]([Cl:25])([Cl:24])[Cl:23]. (5) The reactants are Cl[C:2]1[CH:11]=[CH:10][C:5]([C:6]([O:8][CH3:9])=[O:7])=[CH:4][C:3]=1[N+:12]([O-:14])=[O:13].[C:15]([N:18]1[CH2:23][CH2:22][N:21]([C:24]2[CH:25]=[C:26]([CH:28]=[CH:29][CH:30]=2)[NH2:27])[CH2:20][CH2:19]1)(=[O:17])[CH3:16].C(N(CC)CC)C. The catalyst is CN1C(=O)CCC1. The product is [C:15]([N:18]1[CH2:19][CH2:20][N:21]([C:24]2[CH:25]=[C:26]([CH:28]=[CH:29][CH:30]=2)[NH:27][C:2]2[CH:11]=[CH:10][C:5]([C:6]([O:8][CH3:9])=[O:7])=[CH:4][C:3]=2[N+:12]([O-:14])=[O:13])[CH2:22][CH2:23]1)(=[O:17])[CH3:16]. The yield is 0.850. (6) The reactants are C(OC([N:8]1[C:12]([C:13]2[CH:18]=[CH:17][C:16]([NH:19][C:20](=[O:27])[CH2:21][CH2:22][CH2:23][CH2:24][CH2:25][CH3:26])=[CH:15][CH:14]=2)=[CH:11][N:10]=[C:9]1[NH2:28])=O)(C)(C)C.FC(F)(F)C(O)=O.C1(C)C=CC=CC=1.[Cl:43]CCl. No catalyst specified. The product is [ClH:43].[NH2:28][C:9]1[NH:8][C:12]([C:13]2[CH:14]=[CH:15][C:16]([NH:19][C:20](=[O:27])[CH2:21][CH2:22][CH2:23][CH2:24][CH2:25][CH3:26])=[CH:17][CH:18]=2)=[CH:11][N:10]=1. The yield is 0.970.